This data is from Catalyst prediction with 721,799 reactions and 888 catalyst types from USPTO. The task is: Predict which catalyst facilitates the given reaction. (1) Reactant: [CH3:1][NH:2][CH2:3][CH2:4]N.[C:6]([C:8]1[CH:13]=[CH:12][CH:11]=[CH:10][C:9]=1[S:14](Cl)(=[O:16])=[O:15])#[N:7].C[CH2:19][N:20](CC)CC. Product: [NH2:20][CH2:19][CH2:4][CH2:3][N:2]([CH3:1])[S:14]([C:9]1[CH:10]=[CH:11][CH:12]=[CH:13][C:8]=1[C:6]#[N:7])(=[O:16])=[O:15]. The catalyst class is: 2. (2) The catalyst class is: 6. Reactant: [Br:1][C:2]1[C:3](O)=[N:4][CH:5]=[C:6]([N+:8]([O-:10])=[O:9])[CH:7]=1.N1C2C(=CC=CC=2)C=CC=1.O=P(Cl)(Cl)[Cl:24]. Product: [Br:1][C:2]1[C:3]([Cl:24])=[N:4][CH:5]=[C:6]([N+:8]([O-:10])=[O:9])[CH:7]=1.